Predict the reactants needed to synthesize the given product. From a dataset of Full USPTO retrosynthesis dataset with 1.9M reactions from patents (1976-2016). (1) Given the product [Cl:15][C:12]1[CH:13]=[CH:14][C:9](/[CH:8]=[N:7]/[NH:6][C:4]([C:3]2[CH:20]=[C:21]([N:24]3[CH2:29][CH2:28][CH2:27][CH2:26][CH2:25]3)[CH:22]=[CH:23][C:2]=2[NH:1][C:39](=[O:40])[C:38]2[CH:42]=[CH:43][CH:44]=[C:36]([I:35])[CH:37]=2)=[O:5])=[CH:10][C:11]=1[C:16]([F:19])([F:17])[F:18], predict the reactants needed to synthesize it. The reactants are: [NH2:1][C:2]1[CH:23]=[CH:22][C:21]([N:24]2[CH2:29][CH2:28][CH2:27][CH2:26][CH2:25]2)=[CH:20][C:3]=1[C:4]([NH:6]/[N:7]=[CH:8]/[C:9]1[CH:14]=[CH:13][C:12]([Cl:15])=[C:11]([C:16]([F:19])([F:18])[F:17])[CH:10]=1)=[O:5].CN(C=O)C.[I:35][C:36]1[CH:37]=[C:38]([CH:42]=[CH:43][CH:44]=1)[C:39](Cl)=[O:40]. (2) Given the product [C:28]1([C:27](=[N:40][C:9]2[CH:14]=[C:13]([C:15]([N:17]([CH3:19])[CH3:18])=[O:16])[CH:12]=[C:11]([CH3:20])[N:10]=2)[C:34]2[CH:35]=[CH:36][CH:37]=[CH:38][CH:39]=2)[CH:33]=[CH:32][CH:31]=[CH:30][CH:29]=1, predict the reactants needed to synthesize it. The reactants are: FC(F)(F)C(O)=O.Cl[C:9]1[CH:14]=[C:13]([C:15]([N:17]([CH3:19])[CH3:18])=[O:16])[CH:12]=[C:11]([CH3:20])[N:10]=1.C(=O)([O-])[O-].[Cs+].[Cs+].[C:27](=[NH:40])([C:34]1[CH:39]=[CH:38][CH:37]=[CH:36][CH:35]=1)[C:28]1[CH:33]=[CH:32][CH:31]=[CH:30][CH:29]=1.CC1(C)C2C(=C(P(C3C=CC=CC=3)C3C=CC=CC=3)C=CC=2)OC2C(P(C3C=CC=CC=3)C3C=CC=CC=3)=CC=CC1=2.